Dataset: Reaction yield outcomes from USPTO patents with 853,638 reactions. Task: Predict the reaction yield, written as a fraction of the theoretical maximum amount of product (1.0 means a 100% yield; for example, 0.34 means a 34% yield). (1) The reactants are [F:1][C:2]1[CH:24]=[C:23]([N+:25]([O-])=O)[CH:22]=[CH:21][C:3]=1[O:4][C:5]1[CH:10]=[CH:9][N:8]=[C:7]2[CH:11]=[C:12]([CH:14]=[CH:15][CH2:16][CH2:17][N:18]([CH3:20])[CH3:19])[S:13][C:6]=12.[NH4+].[Cl-].O. The yield is 0.690. The product is [CH3:20][N:18]([CH3:19])[CH2:17][CH2:16]/[CH:15]=[CH:14]\[C:12]1[S:13][C:6]2[C:7](=[N:8][CH:9]=[CH:10][C:5]=2[O:4][C:3]2[CH:21]=[CH:22][C:23]([NH2:25])=[CH:24][C:2]=2[F:1])[CH:11]=1. The catalyst is CCO.[Fe]. (2) The reactants are [N+:1]([C:4]1[CH:5]=[C:6]2[C:10](=[CH:11][CH:12]=1)[NH:9][CH:8]=[C:7]2[C:13]1[CH:17]=[CH:16][N:15]([C:18]([O:20][C:21]([CH3:24])([CH3:23])[CH3:22])=[O:19])[CH:14]=1)([O-:3])=[O:2].[H-].[Na+].[CH3:27]I. The catalyst is C1COCC1. The product is [CH3:27][N:9]1[C:10]2[C:6](=[CH:5][C:4]([N+:1]([O-:3])=[O:2])=[CH:12][CH:11]=2)[C:7]([C:13]2[CH:17]=[CH:16][N:15]([C:18]([O:20][C:21]([CH3:24])([CH3:23])[CH3:22])=[O:19])[CH:14]=2)=[CH:8]1. The yield is 0.590.